This data is from Forward reaction prediction with 1.9M reactions from USPTO patents (1976-2016). The task is: Predict the product of the given reaction. (1) Given the reactants [H-].[Na+].S([NH:13][N:14]=[C:15]([CH2:17]P(OCC)(OCC)=O)[CH3:16])(C1C=CC(C)=CC=1)(=O)=O.[C:26]1([C:34]2[CH:39]=[CH:38][CH:37]=[CH:36][CH:35]=2)[CH:31]=[CH:30][C:29]([CH:32]=O)=[CH:28][CH:27]=1, predict the reaction product. The product is: [C:26]1([C:34]2[CH:39]=[CH:38][CH:37]=[CH:36][CH:35]=2)[CH:31]=[CH:30][C:29]([C:32]2[NH:13][N:14]=[C:15]([CH3:17])[CH:16]=2)=[CH:28][CH:27]=1. (2) Given the reactants C(O[CH:4](OCC)[C:5]1[N:10]=[C:9]([CH3:11])[C:8]([C:12]([NH:14][CH2:15][C:16]2[CH:21]=[CH:20][CH:19]=[CH:18][N:17]=2)=[O:13])=[CH:7][N:6]=1)C.Cl.[NH2:26][OH:27].C([O-])(=O)C.[Na+].C(=O)(O)[O-].[Na+], predict the reaction product. The product is: [OH:27][N:26]=[CH:4][C:5]1[N:10]=[C:9]([CH3:11])[C:8]([C:12]([NH:14][CH2:15][C:16]2[CH:21]=[CH:20][CH:19]=[CH:18][N:17]=2)=[O:13])=[CH:7][N:6]=1. (3) Given the reactants [F:1][C:2]1[CH:7]=[C:6]([F:8])[CH:5]=[CH:4][C:3]=1[C:9]1[CH:14]=[CH:13][C:12]([S:15]([NH:18][C:19]2[CH:24]=[CH:23][CH:22]=[C:21]([CH:25]3[CH2:27][O:26]3)[CH:20]=2)(=[O:17])=[O:16])=[CH:11][CH:10]=1.[CH3:28][NH:29][CH3:30], predict the reaction product. The product is: [CH3:28][N:29]([CH3:30])[CH2:27][CH:25]([C:21]1[CH:20]=[C:19]([NH:18][S:15]([C:12]2[CH:13]=[CH:14][C:9]([C:3]3[CH:4]=[CH:5][C:6]([F:8])=[CH:7][C:2]=3[F:1])=[CH:10][CH:11]=2)(=[O:17])=[O:16])[CH:24]=[CH:23][CH:22]=1)[OH:26]. (4) Given the reactants BrC1N=CC(C(N2CCN(C3C(C)=CC(C)=CN=3)CC2)=O)=CC=1.COC1C=CC(CN2C(=O)C(C)(C)NC2=O)=CC=1.[CH3:42][C:43]1[C:44]([N:50]2[CH2:55][CH2:54][N:53]([C:56]([C:58]3[CH:59]=[CH:60][C:61]([N:64]4[C:68]([CH3:70])([CH3:69])[C:67](=[O:71])[N:66](CC5C=CC(OC)=CC=5)[C:65]4=[O:81])=[N:62][CH:63]=3)=[O:57])[CH2:52][CH2:51]2)=[N:45][CH:46]=[C:47]([CH3:49])[CH:48]=1, predict the reaction product. The product is: [CH3:42][C:43]1[C:44]([N:50]2[CH2:51][CH2:52][N:53]([C:56]([C:58]3[CH:59]=[CH:60][C:61]([N:64]4[C:68]([CH3:69])([CH3:70])[C:67](=[O:71])[NH:66][C:65]4=[O:81])=[N:62][CH:63]=3)=[O:57])[CH2:54][CH2:55]2)=[N:45][CH:46]=[C:47]([CH3:49])[CH:48]=1. (5) Given the reactants Cl.[Br:2][C:3]1[CH:4]=[C:5]2[C:9](=[CH:10][CH:11]=1)[NH:8][N:7]=[C:6]2[C:12]([NH:14][CH2:15][CH:16]1[CH2:21][CH2:20][NH:19][CH2:18][CH2:17]1)=[O:13].C(=O)([O-])[O-].[K+].[K+].Br[CH2:29][C:30]([O:32][CH2:33][CH3:34])=[O:31], predict the reaction product. The product is: [CH2:33]([O:32][C:30](=[O:31])[CH2:29][N:19]1[CH2:18][CH2:17][CH:16]([CH2:15][NH:14][C:12]([C:6]2[C:5]3[C:9](=[CH:10][CH:11]=[C:3]([Br:2])[CH:4]=3)[NH:8][N:7]=2)=[O:13])[CH2:21][CH2:20]1)[CH3:34].